Dataset: Forward reaction prediction with 1.9M reactions from USPTO patents (1976-2016). Task: Predict the product of the given reaction. Given the reactants N#N.[CH3:3][C:4]1([C:9]2[S:10][CH:11]=[C:12]([CH2:14][N:15]3[CH:19]=[CH:18][C:17]([N+:20]([O-])=O)=[N:16]3)[N:13]=2)[O:8][CH2:7][CH2:6][O:5]1.[NH4+].[Cl-], predict the reaction product. The product is: [CH3:3][C:4]1([C:9]2[S:10][CH:11]=[C:12]([CH2:14][N:15]3[CH:19]=[CH:18][C:17]([NH2:20])=[N:16]3)[N:13]=2)[O:8][CH2:7][CH2:6][O:5]1.